From a dataset of Reaction yield outcomes from USPTO patents with 853,638 reactions. Predict the reaction yield, written as a fraction of the theoretical maximum amount of product (1.0 means a 100% yield; for example, 0.34 means a 34% yield). (1) The reactants are C([O:5][C:6](=[O:37])[CH2:7][N:8]1[CH:12]=[CH:11][C:10]([NH:13][C:14](=[O:36])[C@@H:15]([N:22]2[CH2:30][C:29]3[C:24](=[CH:25][CH:26]=[CH:27][C:28]=3[C:31]([F:34])([F:33])[F:32])[C:23]2=[O:35])[CH2:16][CH:17]2[CH2:21][CH2:20][CH2:19][CH2:18]2)=[N:9]1)(C)(C)C.O.[OH-].[Li+]. The catalyst is O1CCCC1.O. The product is [CH:17]1([CH2:16][C@H:15]([N:22]2[CH2:30][C:29]3[C:24](=[CH:25][CH:26]=[CH:27][C:28]=3[C:31]([F:33])([F:34])[F:32])[C:23]2=[O:35])[C:14]([NH:13][C:10]2[CH:11]=[CH:12][N:8]([CH2:7][C:6]([OH:37])=[O:5])[N:9]=2)=[O:36])[CH2:21][CH2:20][CH2:19][CH2:18]1. The yield is 0.980. (2) The reactants are [Cl:1][C:2]1[CH:7]=[C:6]([C:8]([F:11])([F:10])[F:9])[CH:5]=[C:4]([Cl:12])[C:3]=1[N:13]1[C:17]([O:18][CH2:19][CH3:20])=[C:16]([S:21][C:22]([F:25])([F:24])[F:23])[C:15]([C:26]#[N:27])=[N:14]1.S(=O)(=O)(O)[OH:29]. No catalyst specified. The product is [Cl:1][C:2]1[CH:7]=[C:6]([C:8]([F:11])([F:10])[F:9])[CH:5]=[C:4]([Cl:12])[C:3]=1[N:13]1[C:17]([O:18][CH2:19][CH3:20])=[C:16]([S:21][C:22]([F:25])([F:23])[F:24])[C:15]([C:26]([NH2:27])=[O:29])=[N:14]1. The yield is 0.730. (3) The reactants are [CH2:1]([O:3][CH2:4][CH2:5][OH:6])[CH3:2].[C:7](#[N:10])[CH:8]=[CH2:9].Cl. The catalyst is CO. The product is [CH2:1]([O:3][CH2:4][CH2:5][O:6][CH2:9][CH2:8][C:7]#[N:10])[CH3:2]. The yield is 0.755. (4) The reactants are [Cl:1][C:2]1[CH:7]=[C:6]([Cl:8])[CH:5]=[CH:4][C:3]=1[C:9]1[S:10][C:11]([C:15]([O:17]CC)=O)=[C:12]([CH3:14])[N:13]=1.O.[NH2:21][NH2:22]. The catalyst is C(O)C. The product is [Cl:1][C:2]1[CH:7]=[C:6]([Cl:8])[CH:5]=[CH:4][C:3]=1[C:9]1[S:10][C:11]([C:15]([NH:21][NH2:22])=[O:17])=[C:12]([CH3:14])[N:13]=1. The yield is 0.880. (5) The reactants are [CH3:1][C:2]1([CH3:23])[C:7]2[CH:8]=[C:9]([C:12]3[NH:16][C:15]([C:17]#[N:18])=[C:14]([N+:19]([O-])=O)[CH:13]=3)[CH:10]=[CH:11][C:6]=2[NH:5][C:4](=[O:22])[O:3]1.[NH4+].[Cl-]. The catalyst is CCO.O.C(OCC)(=O)C.[Zn]. The product is [NH2:19][C:14]1[CH:13]=[C:12]([C:9]2[CH:10]=[CH:11][C:6]3[NH:5][C:4](=[O:22])[O:3][C:2]([CH3:1])([CH3:23])[C:7]=3[CH:8]=2)[NH:16][C:15]=1[C:17]#[N:18]. The yield is 0.240. (6) The reactants are Cl[C:2]1[C:7]([C:8]([F:11])([F:10])[F:9])=[CH:6][N:5]=[C:4]([NH:12][C:13]2[CH:27]=[CH:26][C:16]([CH2:17][P:18](=[O:25])([O:22][CH2:23][CH3:24])[O:19][CH2:20][CH3:21])=[CH:15][C:14]=2[O:28][CH3:29])[N:3]=1.[NH2:30][C:31]1[CH:41]=[CH:40][CH:39]=[CH:38][C:32]=1[C:33]([NH:35][O:36][CH3:37])=[O:34]. No catalyst specified. The product is [CH3:29][O:28][C:14]1[CH:15]=[C:16]([CH:26]=[CH:27][C:13]=1[NH:12][C:4]1[N:3]=[C:2]([NH:30][C:31]2[CH:41]=[CH:40][CH:39]=[CH:38][C:32]=2[C:33](=[O:34])[NH:35][O:36][CH3:37])[C:7]([C:8]([F:11])([F:10])[F:9])=[CH:6][N:5]=1)[CH2:17][P:18](=[O:25])([O:22][CH2:23][CH3:24])[O:19][CH2:20][CH3:21]. The yield is 0.720.